Dataset: Forward reaction prediction with 1.9M reactions from USPTO patents (1976-2016). Task: Predict the product of the given reaction. (1) Given the reactants CCCCCC.Br[C:8]1[CH:13]=[CH:12][CH:11]=[C:10]([Br:14])[N:9]=1.C(=O)=O.[CH3:18][C:19](=[O:21])[CH3:20].[Cl-].[NH4+], predict the reaction product. The product is: [Br:14][C:10]1[N:9]=[C:8]([C:19]([OH:21])([CH3:20])[CH3:18])[CH:13]=[CH:12][CH:11]=1. (2) Given the reactants [Cl:1][C:2]1[CH:7]=[CH:6][C:5]([CH:8]([C:15]2[C:23]3[C:18](=[C:19]([CH2:24][S:25][CH2:26][CH3:27])[CH:20]=[CH:21][CH:22]=3)[NH:17][CH:16]=2)[CH2:9][C:10](OCC)=[O:11])=[CH:4][CH:3]=1.[H-].[Al+3].[Li+].[H-].[H-].[H-].Cl, predict the reaction product. The product is: [Cl:1][C:2]1[CH:3]=[CH:4][C:5]([CH:8]([C:15]2[C:23]3[C:18](=[C:19]([CH2:24][S:25][CH2:26][CH3:27])[CH:20]=[CH:21][CH:22]=3)[NH:17][CH:16]=2)[CH2:9][CH2:10][OH:11])=[CH:6][CH:7]=1. (3) The product is: [CH2:16]([O:15][CH2:14][C:13]1[N:19]([CH2:20][C:21]([CH3:24])([OH:23])[CH3:22])[C:2]2[C:11]3[CH:10]=[CH:9][CH:8]=[CH:7][C:6]=3[N:5]=[CH:4][C:3]=2[N:12]=1)[CH3:17]. Given the reactants Cl[C:2]1[C:11]2[C:6](=[CH:7][CH:8]=[CH:9][CH:10]=2)[N:5]=[CH:4][C:3]=1[NH:12][C:13](=O)[CH2:14][O:15][CH2:16][CH3:17].[NH2:19][CH2:20][C:21]([CH3:24])([OH:23])[CH3:22].C(=O)(O)[O-].[Na+], predict the reaction product. (4) Given the reactants [Cl:1][C:2]1[CH:22]=[C:21]([NH:23][C:24]([N:26]2[CH2:30][CH2:29][N:28]([CH:31]3[CH2:36][CH2:35][O:34][CH2:33][CH2:32]3)[C:27]2=[O:37])=[O:25])[C:20]([F:38])=[CH:19][C:3]=1[O:4][C:5]1[CH:10]=[CH:9][N:8]=[C:7]([NH:11]C(=O)OC(C)(C)C)[CH:6]=1, predict the reaction product. The product is: [NH2:11][C:7]1[CH:6]=[C:5]([O:4][C:3]2[C:2]([Cl:1])=[CH:22][C:21]([NH:23][C:24]([N:26]3[CH2:30][CH2:29][N:28]([CH:31]4[CH2:32][CH2:33][O:34][CH2:35][CH2:36]4)[C:27]3=[O:37])=[O:25])=[C:20]([F:38])[CH:19]=2)[CH:10]=[CH:9][N:8]=1. (5) Given the reactants P12(SP3(SP(SP(S3)(S1)=S)(=S)S2)=S)=[S:2].[C:15]([C:17]([NH:20][C:21](=[O:30])[O:22][CH2:23][C:24]1[CH:29]=[CH:28][CH:27]=[CH:26][CH:25]=1)([CH3:19])[CH3:18])#[N:16], predict the reaction product. The product is: [NH2:16][C:15](=[S:2])[C:17]([NH:20][C:21](=[O:30])[O:22][CH2:23][C:24]1[CH:29]=[CH:28][CH:27]=[CH:26][CH:25]=1)([CH3:19])[CH3:18]. (6) The product is: [NH2:43][C@H:40]1[CH2:41][CH2:42][C@H:37]([NH:44][C:2]2[CH:3]=[C:4]([NH:20][C:21]3[CH:26]=[CH:25][C:24]([CH3:27])=[CH:23][N:22]=3)[C:5]3[N:6]([C:8]([C:11]([NH:13][C:14]4[CH:19]=[CH:18][N:17]=[CH:16][CH:15]=4)=[O:12])=[CH:9][N:10]=3)[N:7]=2)[CH2:38][CH2:39]1. Given the reactants Cl[C:2]1[CH:3]=[C:4]([N:20](CC2C=CC(OC)=CC=2)[C:21]2[CH:26]=[CH:25][C:24]([CH3:27])=[CH:23][N:22]=2)[C:5]2[N:6]([C:8]([C:11]([NH:13][C:14]3[CH:19]=[CH:18][N:17]=[CH:16][CH:15]=3)=[O:12])=[CH:9][N:10]=2)[N:7]=1.[C@H:37]1([NH2:44])[CH2:42][CH2:41][C@H:40]([NH2:43])[CH2:39][CH2:38]1, predict the reaction product. (7) Given the reactants [Cl-].[Li+].C(NC(C)C)(C)C.[Li+].CCC[CH2-].[F:15][C:16]1[CH:21]=[CH:20][CH:19]=[CH:18][N:17]=1.[F:22][C:23]([F:30])([F:29])[C:24](OCC)=[O:25].Cl, predict the reaction product. The product is: [F:22][C:23]([F:30])([F:29])[C:24]([C:21]1[C:16]([F:15])=[N:17][CH:18]=[CH:19][CH:20]=1)=[O:25].